From a dataset of Catalyst prediction with 721,799 reactions and 888 catalyst types from USPTO. Predict which catalyst facilitates the given reaction. (1) Reactant: [NH2:1]/[C:2](/OCC)=[CH:3]\[C:4](=O)[C:5]([F:8])([F:7])[F:6].Cl.[C:14]([NH:18][NH2:19])([CH3:17])([CH3:16])[CH3:15].C([O-])(=O)C.[Na+]. Product: [C:14]([N:18]1[C:2]([NH2:1])=[CH:3][C:4]([C:5]([F:6])([F:7])[F:8])=[N:19]1)([CH3:17])([CH3:16])[CH3:15]. The catalyst class is: 8. (2) The catalyst class is: 654. Product: [NH2:12][C:13]1[N:22]=[C:21]([C:23]([N:25]2[CH2:33][C:32]3[C:27](=[CH:28][CH:29]=[CH:30][CH:31]=3)[CH2:26]2)=[O:24])[C:20]2[C:15](=[CH:16][CH:17]=[C:18]([C:10]#[C:9][CH2:8][OH:11])[CH:19]=2)[N:14]=1. Reactant: C(N(CC)CC)C.[CH2:8]([OH:11])[C:9]#[CH:10].[NH2:12][C:13]1[N:22]=[C:21]([C:23]([N:25]2[CH2:33][C:32]3[C:27](=[CH:28][CH:29]=[CH:30][CH:31]=3)[CH2:26]2)=[O:24])[C:20]2[C:15](=[CH:16][CH:17]=[C:18](I)[CH:19]=2)[N:14]=1.C(Cl)Cl.